Dataset: Peptide-MHC class II binding affinity with 134,281 pairs from IEDB. Task: Regression. Given a peptide amino acid sequence and an MHC pseudo amino acid sequence, predict their binding affinity value. This is MHC class II binding data. (1) The peptide sequence is YVAWMSATAALAREA. The MHC is HLA-DPA10201-DPB10101 with pseudo-sequence HLA-DPA10201-DPB10101. The binding affinity (normalized) is 0.476. (2) The peptide sequence is ATFIVDPDNTIQHVSVNNLN. The MHC is DRB1_0901 with pseudo-sequence DRB1_0901. The binding affinity (normalized) is 0.219. (3) The peptide sequence is KADLENPHPLEKKITQW. The MHC is DRB1_1101 with pseudo-sequence DRB1_1101. The binding affinity (normalized) is 0.274. (4) The peptide sequence is NVFDEVIPTAFTVGK. The MHC is HLA-DQA10401-DQB10402 with pseudo-sequence HLA-DQA10401-DQB10402. The binding affinity (normalized) is 0.340. (5) The peptide sequence is PATAWSLYAVTTAVLTPL. The MHC is DRB1_0401 with pseudo-sequence DRB1_0401. The binding affinity (normalized) is 0.431. (6) The peptide sequence is NGSAEVHRGAVPRRG. The MHC is DRB1_1201 with pseudo-sequence DRB1_1201. The binding affinity (normalized) is 0.